From a dataset of Forward reaction prediction with 1.9M reactions from USPTO patents (1976-2016). Predict the product of the given reaction. (1) Given the reactants Br[C:2]1[N:6]([CH3:7])[CH:5]=[N:4][CH:3]=1.[N:8]1[C:17]2[C:12](=[CH:13][CH:14]=[CH:15][CH:16]=2)[C:11]([CH:18]=[O:19])=[CH:10][CH:9]=1, predict the reaction product. The product is: [CH3:7][N:6]1[C:2]([CH:18]([C:11]2[C:12]3[C:17](=[CH:16][CH:15]=[CH:14][CH:13]=3)[N:8]=[CH:9][CH:10]=2)[OH:19])=[CH:3][N:4]=[CH:5]1. (2) Given the reactants [C:1]([C:5]1[CH:6]=[C:7]2[C:11](=[CH:12][CH:13]=1)[N:10]([CH:14]1[CH2:19][CH2:18][CH2:17][CH2:16][O:15]1)[N:9]=[CH:8]2)#[C:2][CH2:3][CH3:4].B1(B2OC(C)(C)C(C)(C)O2)OC(C)(C)C(C)(C)O1.I[C:39]1[CH:46]=[CH:45][C:42]([CH:43]=[O:44])=[CH:41][CH:40]=1.C(=O)([O-])[O-].[Cs+].[Cs+].[Cl:53][C:54]1[CH:59]=[C:58]([Cl:60])[CH:57]=[CH:56][C:55]=1I.[OH-].[K+], predict the reaction product. The product is: [Cl:53][C:54]1[CH:59]=[C:58]([Cl:60])[CH:57]=[CH:56][C:55]=1/[C:2](/[CH2:3][CH3:4])=[C:1](\[C:39]1[CH:46]=[CH:45][C:42]([CH:43]=[O:44])=[CH:41][CH:40]=1)/[C:5]1[CH:6]=[C:7]2[C:11](=[CH:12][CH:13]=1)[N:10]([CH:14]1[CH2:19][CH2:18][CH2:17][CH2:16][O:15]1)[N:9]=[CH:8]2.